From a dataset of Full USPTO retrosynthesis dataset with 1.9M reactions from patents (1976-2016). Predict the reactants needed to synthesize the given product. (1) Given the product [ClH:30].[ClH:30].[Br:3][C:4]1[CH:9]=[CH:8][C:7]([CH2:10][C@H:11]([C:12]2[NH:16][C:15]3[CH:17]=[CH:18][C:19]([CH3:21])=[CH:20][C:14]=3[N:13]=2)[NH2:22])=[CH:6][CH:5]=1, predict the reactants needed to synthesize it. The reactants are: N#N.[Br:3][C:4]1[CH:9]=[CH:8][C:7]([CH2:10][C@@H:11]([NH:22]C(=O)OC(C)(C)C)[C:12]2[NH:16][C:15]3[CH:17]=[CH:18][C:19]([CH3:21])=[CH:20][C:14]=3[N:13]=2)=[CH:6][CH:5]=1.[ClH:30]. (2) Given the product [CH:2]([C:3]1[CH:4]=[C:5]([CH3:11])[C:6]([C:9]#[N:10])=[N:7][CH:8]=1)=[O:1], predict the reactants needed to synthesize it. The reactants are: [OH:1][CH2:2][C:3]1[CH:4]=[C:5]([CH3:11])[C:6]([C:9]#[N:10])=[N:7][CH:8]=1.